Dataset: Experimentally validated miRNA-target interactions with 360,000+ pairs, plus equal number of negative samples. Task: Binary Classification. Given a miRNA mature sequence and a target amino acid sequence, predict their likelihood of interaction. (1) The miRNA is mmu-miR-216a-5p with sequence UAAUCUCAGCUGGCAACUGUGA. The protein sequence of the target gene is MAGERTRRFTRSLLRPGQAAELRHSAASAAAVAVSSRQQQRQEKPRLLEPLDYETVIEELEKTYRNDPLQDLLFFPSDDFSAATVSWDIRTLYSTVPEDAEHKAENLLVKEACKFYSSQWHVVNYKYEQYSGDIRQLPRAEYKPEKLPSHSFEIDHEDADKDEDTTSHSSSKGGGGAGGTGVFKSGWLYKGNFNSTVNNTVTVRSFKKRYFQLTQLPDNSYIMNFYKDEKISKEPKGCIFLDSCTGVVQNNRLRKYAFELKMNDLTYFVLAAETESDMDEWIHTLNRILQISPEGPLQGR.... Result: 0 (no interaction). (2) The miRNA is mmu-miR-5046 with sequence AGCUCCCGCCACUGUGACCCCCUU. The protein sequence of the target gene is MATCSRQFTSSSSMKGSCGIGGGSSRMSSILAGGSCRAPSTCGGMSVTSSRFSSGGVCGIGGGYGGSFSSSSFGGGLGSGFGGRFDGFGGGFGAGLGGGLGGGIGDGLLVGSEKVTMQNLNDRLATYLDKVRALEEANRDLEVKIRDWYQRQRPTEIKDYSPYFKTIEDLKSKIIIATQENAQFTLQIDNARLAADDFRTKYENELFLRQSVEGDINGLRKVLDELTLSRADLEMQIENLREELAFLKKNHEEEMLALRGQTGGDVNVEMDAAPGVDLSRILNEMRDQYEQMAEKNRRDV.... Result: 0 (no interaction). (3) The miRNA is hsa-miR-29a-5p with sequence ACUGAUUUCUUUUGGUGUUCAG. The protein sequence of the target gene is MEDSQSDMSIELPLSQETFSCLWKLLPPDDILPTTATGSPNSMEDLFLPQDVAELLEGPEEALQVSAPAAQEPGTEAPAPVAPASATPWPLSSSVPSQKTYQGNYGFHLGFLQSGTAKSVMCTYSISLNKLFCQLAKTCPVQLWVTSTPPPGTRVRAMAIYKKSQHMTEVVRRCPHHERCSDGDGLAPPQHLIRVEGNPYAEYLDDRQTFRHSVVVPYEPPEVGSDYTTIHYKYMCNSSCMGGMNRRPILTIITLEDSSGNLLGRDSFEVRVCACPGRDRRTEEENFRKKEEHCPELPPG.... Result: 0 (no interaction). (4) The miRNA is hsa-miR-3976 with sequence UAUAGAGAGCAGGAAGAUUAAUGU. The protein sequence of the target gene is MAATDLERFSNAEPEPRSLSLGGHVGFDSLPDQLVSKSVTQGFSFNILCVGETGIGKSTLMNTLFNTTFETEEASHHEACVRLRPQTYDLQESNVQLKLTIVDAVGFGDQINKDESYRPIVDYIDAQFENYLQEELKIRRSLFDYHDTRIHVCLYFITPTGHSLKSLDLVTMKKLDSKVNIIPIIAKADTISKSELHKFKIKIMGELVSNGVQIYQFPTDDEAVAEINAVMNAHLPFAVVGSTEEVKVGNKLVRARQYPWGVVQVENENHCDFVKLREMLIRVNMEDLREQTHSRHYELY.... Result: 1 (interaction).